Task: Predict the reaction yield, written as a fraction of the theoretical maximum amount of product (1.0 means a 100% yield; for example, 0.34 means a 34% yield).. Dataset: Reaction yield outcomes from USPTO patents with 853,638 reactions (1) The reactants are C(NC(C)C)(C)C.C([Li])CCC.[N:13]1([C:22]2[C:31]3[C:26](=[CH:27][CH:28]=[CH:29][CH:30]=3)[N:25]=[CH:24][C:23]=2[F:32])[C:21]2[CH:20]=[CH:19][N:18]=[CH:17][C:16]=2[CH2:15][CH2:14]1.[I:33]I. The catalyst is O1CCCC1.C(OCC)(=O)C.O. The product is [N:13]1([C:22]2[C:31]3[C:26](=[CH:27][CH:28]=[CH:29][CH:30]=3)[N:25]=[C:24]([I:33])[C:23]=2[F:32])[C:21]2[CH:20]=[CH:19][N:18]=[CH:17][C:16]=2[CH2:15][CH2:14]1. The yield is 0.650. (2) The reactants are [F:1][C:2]1[C:3]([C:8]2[CH:13]=[CH:12][CH:11]=[CH:10][C:9]=2[NH:14][C:15](=[O:20])[C:16]([CH3:19])([CH3:18])[CH3:17])=[N:4][CH:5]=[CH:6][CH:7]=1.[Br:21]Br. The catalyst is C(O)(=O)C.[O-]S([O-])(=S)=O.[Na+].[Na+]. The product is [Br:21][C:12]1[CH:11]=[CH:10][C:9]([NH:14][C:15](=[O:20])[C:16]([CH3:17])([CH3:19])[CH3:18])=[C:8]([C:3]2[C:2]([F:1])=[CH:7][CH:6]=[CH:5][N:4]=2)[CH:13]=1. The yield is 0.720. (3) The reactants are [CH3:1][N:2]([CH3:36])[C@H:3]1[CH2:7][CH2:6][N:5]([C:8]2[C:13]([N+:14]([O-])=O)=[CH:12][C:11]([NH:17][C:18]3[N:23]=[C:22]([C:24]4[C:32]5[C:27](=[CH:28][CH:29]=[CH:30][CH:31]=5)[N:26]([CH3:33])[CH:25]=4)[CH:21]=[CH:20][N:19]=3)=[C:10]([O:34][CH3:35])[CH:9]=2)[CH2:4]1.[NH4+].[Cl-].C(O)C. The catalyst is [Fe].O. The product is [CH3:36][N:2]([CH3:1])[C@H:3]1[CH2:7][CH2:6][N:5]([C:8]2[CH:9]=[C:10]([O:34][CH3:35])[C:11]([NH:17][C:18]3[N:23]=[C:22]([C:24]4[C:32]5[C:27](=[CH:28][CH:29]=[CH:30][CH:31]=5)[N:26]([CH3:33])[CH:25]=4)[CH:21]=[CH:20][N:19]=3)=[CH:12][C:13]=2[NH2:14])[CH2:4]1. The yield is 0.870. (4) The reactants are [CH:1]([N:4]1[CH2:9][CH2:8][CH:7]([O:10][C:11]2[CH:19]=[CH:18][C:17]3[N:16]4[C@H:20]([CH3:25])[CH2:21][NH:22][C:23](=[O:24])[C:15]4=[CH:14][C:13]=3[CH:12]=2)[CH2:6][CH2:5]1)([CH3:3])[CH3:2].FC(F)(F)S(O[CH2:32][C:33]([F:36])([F:35])[F:34])(=O)=O.[H-].[Na+]. No catalyst specified. The product is [CH:1]([N:4]1[CH2:9][CH2:8][CH:7]([O:10][C:11]2[CH:19]=[CH:18][C:17]3[N:16]4[C@H:20]([CH3:25])[CH2:21][N:22]([CH2:32][C:33]([F:36])([F:35])[F:34])[C:23](=[O:24])[C:15]4=[CH:14][C:13]=3[CH:12]=2)[CH2:6][CH2:5]1)([CH3:3])[CH3:2]. The yield is 0.280. (5) The reactants are C[O:2][C:3](=O)[C:4]1[CH:9]=[CH:8][C:7]([O:10][CH2:11][C:12]2[C:13]([C:18]3[CH:23]=[CH:22][C:21]([Cl:24])=[CH:20][CH:19]=3)=[N:14][O:15][C:16]=2[CH3:17])=[N:6][CH:5]=1.[CH:26]1([CH2:29][NH2:30])[CH2:28][CH2:27]1. No catalyst specified. The product is [Cl:24][C:21]1[CH:20]=[CH:19][C:18]([C:13]2[C:12]([CH2:11][O:10][C:7]3[CH:8]=[CH:9][C:4]([C:3]([NH:30][CH2:29][CH:26]4[CH2:28][CH2:27]4)=[O:2])=[CH:5][N:6]=3)=[C:16]([CH3:17])[O:15][N:14]=2)=[CH:23][CH:22]=1. The yield is 0.700. (6) The reactants are [Cl:1][C:2]1[CH:7]=[CH:6][C:5]([NH:8][C:9]([CH3:21])([CH3:20])[CH2:10][C:11]([NH:13][CH2:14][C:15]([O:17]CC)=[O:16])=[O:12])=[CH:4][CH:3]=1.[OH-].[Na+]. The catalyst is C1COCC1. The product is [Cl:1][C:2]1[CH:3]=[CH:4][C:5]([NH:8][C:9]([CH3:21])([CH3:20])[CH2:10][C:11]([NH:13][CH2:14][C:15]([OH:17])=[O:16])=[O:12])=[CH:6][CH:7]=1. The yield is 0.990. (7) The reactants are [H-].[Al+3].[Li+].[H-].[H-].[H-].[C:7]1([C@@:13]2([C:25]#[N:26])[CH2:15][C@H:14]2[CH2:16][O:17][CH2:18][C:19]2[CH:24]=[CH:23][CH:22]=[CH:21][CH:20]=2)[CH:12]=[CH:11][CH:10]=[CH:9][CH:8]=1. The catalyst is C(OCC)C. The product is [C:7]1([C@@:13]2([CH2:25][NH2:26])[CH2:15][C@H:14]2[CH2:16][O:17][CH2:18][C:19]2[CH:24]=[CH:23][CH:22]=[CH:21][CH:20]=2)[CH:8]=[CH:9][CH:10]=[CH:11][CH:12]=1. The yield is 0.590. (8) The catalyst is CO. The yield is 0.0600. The reactants are [Br:1][C:2]1[CH:3]=[CH:4][C:5]2[O:14][C:13]3[C:12](=[O:15])[NH:11][CH:10]([CH2:16][NH:17][CH:18]4[CH2:23][CH2:22][NH:21][CH2:20][CH2:19]4)[N:9](C(OC(C)(C)C)=O)[C:8]=3[C:6]=2[CH:7]=1. The product is [Br:1][C:2]1[CH:3]=[CH:4][C:5]2[O:14][C:13]3[C:12](=[O:15])[NH:11][C:10]([CH2:16][NH:17][CH:18]4[CH2:19][CH2:20][NH:21][CH2:22][CH2:23]4)=[N:9][C:8]=3[C:6]=2[CH:7]=1. (9) The reactants are [Br:1][C:2]1[CH:7]=[CH:6][C:5]([C:8]2[C:12]3[CH2:13][N:14]([C:17](=[O:19])[CH3:18])[CH2:15][CH2:16][C:11]=3[N:10]([CH2:20][C@H:21]3[CH2:23][O:22]3)[N:9]=2)=[CH:4][CH:3]=1.[CH3:24][C:25]1[CH:30]=[CH:29][C:28]([Cl:31])=[CH:27][C:26]=1[N:32]1[CH2:37][CH2:36][NH:35][CH2:34][CH2:33]1. The catalyst is CCO.C(Cl)Cl. The product is [Br:1][C:2]1[CH:3]=[CH:4][C:5]([C:8]2[C:12]3[CH2:13][N:14]([C:17](=[O:19])[CH3:18])[CH2:15][CH2:16][C:11]=3[N:10]([CH2:20][C@H:21]([OH:22])[CH2:23][N:35]3[CH2:34][CH2:33][N:32]([C:26]4[CH:27]=[C:28]([Cl:31])[CH:29]=[CH:30][C:25]=4[CH3:24])[CH2:37][CH2:36]3)[N:9]=2)=[CH:6][CH:7]=1. The yield is 0.610. (10) The reactants are [Cl:1][C:2]1[CH:3]=[C:4]([CH:25]=[CH:26][C:27]=1[Cl:28])[CH2:5][N:6]1[CH2:10][C@@H:9]([N:11]([CH2:13][C:14]2[CH:19]=[CH:18][C:17]([F:20])=[CH:16][C:15]=2[F:21])[CH3:12])[CH2:8][C@H:7]1[C:22](O)=[O:23].[CH:29]1([C:35]2[NH:39][C:38](=[O:40])[C:37]3([CH2:45][CH2:44][NH:43][CH2:42][CH2:41]3)[N:36]=2)[CH2:34][CH2:33][CH2:32][CH2:31][CH2:30]1. No catalyst specified. The product is [CH:29]1([C:35]2[NH:39][C:38](=[O:40])[C:37]3([CH2:41][CH2:42][N:43]([C:22]([C@@H:7]4[CH2:8][C@H:9]([N:11]([CH2:13][C:14]5[CH:19]=[CH:18][C:17]([F:20])=[CH:16][C:15]=5[F:21])[CH3:12])[CH2:10][N:6]4[CH2:5][C:4]4[CH:25]=[CH:26][C:27]([Cl:28])=[C:2]([Cl:1])[CH:3]=4)=[O:23])[CH2:44][CH2:45]3)[N:36]=2)[CH2:30][CH2:31][CH2:32][CH2:33][CH2:34]1. The yield is 0.0600.